Dataset: Peptide-MHC class II binding affinity with 134,281 pairs from IEDB. Task: Regression. Given a peptide amino acid sequence and an MHC pseudo amino acid sequence, predict their binding affinity value. This is MHC class II binding data. (1) The peptide sequence is AFIVDGDNLFPKV. The MHC is DRB1_0401 with pseudo-sequence DRB1_0401. The binding affinity (normalized) is 0.660. (2) The peptide sequence is IGTGDDCISIGPGST. The MHC is DRB1_0301 with pseudo-sequence DRB1_0301. The binding affinity (normalized) is 0.0254. (3) The peptide sequence is GINTIPIAINEAEYV. The MHC is DRB3_0202 with pseudo-sequence DRB3_0202. The binding affinity (normalized) is 0.439. (4) The peptide sequence is SWIQSIPFVHLGHRD. The MHC is DRB1_1302 with pseudo-sequence DRB1_1302. The binding affinity (normalized) is 0.249. (5) The peptide sequence is PLVWHLERAETAATA. The MHC is DRB1_0301 with pseudo-sequence DRB1_0301. The binding affinity (normalized) is 0.339. (6) The peptide sequence is DKFYDCLKNSADTISSYF. The MHC is DRB4_0101 with pseudo-sequence DRB4_0103. The binding affinity (normalized) is 0.118. (7) The peptide sequence is YKKFLANVSTVLTGK. The MHC is DRB1_0701 with pseudo-sequence DRB1_0701. The binding affinity (normalized) is 0.792. (8) The peptide sequence is HYPLHLRYYRITYGE. The MHC is DRB1_0101 with pseudo-sequence DRB1_0101. The binding affinity (normalized) is 0.546.